Dataset: Forward reaction prediction with 1.9M reactions from USPTO patents (1976-2016). Task: Predict the product of the given reaction. (1) Given the reactants [F:1][C:2]([F:14])([F:13])[CH2:3][C:4]([NH:6][C:7]1([C:10]([O-:12])=[O:11])[CH2:9][CH2:8]1)=[O:5], predict the reaction product. The product is: [F:1][C:2]([F:13])([F:14])[CH2:3][C:4]([NH:6][C:7]1([C:10]([OH:12])=[O:11])[CH2:8][CH2:9]1)=[O:5]. (2) Given the reactants Br[C:2]1[CH:3]=[C:4]2[N:10]=[C:9]([CH2:11][NH:12][C:13](=[O:19])[O:14][C:15]([CH3:18])([CH3:17])[CH3:16])[S:8][C:5]2=[N:6][CH:7]=1.[Cl:20][CH:21]([Cl:40])[C:22]([NH:24][C@H:25]([CH2:38][F:39])[C@H:26]([OH:37])[C:27]1[CH:32]=[CH:31][C:30]([Sn](C)(C)C)=[CH:29][CH:28]=1)=[O:23].O1C=CC=C1P(C1OC=CC=1)C1OC=CC=1.C(NC(=O)[O-])(C)(C)C.FC(F)(F)C(O)=O, predict the reaction product. The product is: [Cl:20][CH:21]([Cl:40])[C:22]([NH:24][C@H:25]([CH2:38][F:39])[C@@H:26]([C:27]1[CH:28]=[CH:29][C:30]([C:2]2[CH:3]=[C:4]3[N:10]=[C:9]([CH2:11][NH:12][C:13](=[O:19])[O:14][C:15]([CH3:18])([CH3:17])[CH3:16])[S:8][C:5]3=[N:6][CH:7]=2)=[CH:31][CH:32]=1)[OH:37])=[O:23]. (3) Given the reactants CCCCCCCCCCCCCCCC([NH:18][C@@H:19]1[C:50](=[O:51])[NH:49][C@@H:48]([C@H:52]([OH:54])[CH3:53])[C:46](=[O:47])[N:45]2[C@@H:41]([CH2:42][C@@H:43]([OH:55])[CH2:44]2)[C:39](=[O:40])[NH:38][C@@H:37]([C@H:56]([OH:71])[C@@H:57]([OH:70])[C:58]2[CH:59]=[CH:60][C:61]([OH:69])=[C:62]([O:64][S:65]([OH:68])(=[O:67])=[O:66])[CH:63]=2)[C:35](=[O:36])[NH:34][C@@H:33]([C@H:72]([OH:77])[CH2:73][C:74]([NH2:76])=[O:75])[C:31](=[O:32])[N:30]2[C@@H:26]([C@@H:27]([OH:79])[C@@H:28]([CH3:78])[CH2:29]2)[C:24](=[O:25])[NH:23][C@@H:22]([OH:80])[C@H:21]([OH:81])[CH2:20]1)=O.C([O-])(=O)CC(CC([O-])=O)(C([O-])=O)O.[Na+].[Na+].[Na+].ClC(Cl)(Cl)C(O)=O, predict the reaction product. The product is: [CH3:78][C@@H:28]1[C@H:27]([OH:79])[C@H:26]2[C:24]([NH:23][C@H:22]([OH:80])[C@H:21]([OH:81])[CH2:20][C@H:19]([NH2:18])[C:50]([NH:49][C@@H:48]([C@H:52]([OH:54])[CH3:53])[C:46]([N:45]3[C@H:41]([C:39]([NH:38][C@@H:37]([C@H:56]([OH:71])[C@@H:57]([OH:70])[C:58]4[CH:59]=[CH:60][C:61]([OH:69])=[C:62]([O:64][S:65]([OH:68])(=[O:67])=[O:66])[CH:63]=4)[C:35]([NH:34][C@@H:33]([C@H:72]([OH:77])[CH2:73][C:74]([NH2:76])=[O:75])[C:31](=[O:32])[N:30]2[CH2:29]1)=[O:36])=[O:40])[CH2:42][C@@H:43]([OH:55])[CH2:44]3)=[O:47])=[O:51])=[O:25]. (4) Given the reactants [CH:1]1([N:5]([CH3:13])[CH2:6]/[CH:7]=[CH:8]/[C:9]([O:11]C)=[O:10])[CH2:4][CH2:3][CH2:2]1.O[Li].O.[ClH:17], predict the reaction product. The product is: [ClH:17].[CH:1]1([N:5]([CH3:13])[CH2:6]/[CH:7]=[CH:8]/[C:9]([OH:11])=[O:10])[CH2:2][CH2:3][CH2:4]1. (5) Given the reactants Br[C:2]1[CH:7]=[CH:6][C:5]([C@@H:8]([NH:10][C:11](=[O:17])[O:12][C:13]([CH3:16])([CH3:15])[CH3:14])[CH3:9])=[CH:4][CH:3]=1.[CH3:18][N:19]1[CH2:24][CH2:23][NH:22][CH2:21][CH2:20]1.C1C=CC(P(C2C(C3C(P(C4C=CC=CC=4)C4C=CC=CC=4)=CC=C4C=3C=CC=C4)=C3C(C=CC=C3)=CC=2)C2C=CC=CC=2)=CC=1.P([O-])([O-])([O-])=O.[K+].[K+].[K+], predict the reaction product. The product is: [CH3:18][N:19]1[CH2:24][CH2:23][N:22]([C:2]2[CH:7]=[CH:6][C:5]([C@@H:8]([NH:10][C:11](=[O:17])[O:12][C:13]([CH3:16])([CH3:15])[CH3:14])[CH3:9])=[CH:4][CH:3]=2)[CH2:21][CH2:20]1. (6) Given the reactants [CH:1]1([C:4]2[CH:5]=[C:6]([OH:10])[N:7]([CH3:9])[N:8]=2)[CH2:3][CH2:2]1.[H-].[Na+].C1C=CC(N([S:20]([C:23]([F:26])([F:25])[F:24])(=[O:22])=[O:21])[S:20]([C:23]([F:26])([F:25])[F:24])(=[O:22])=[O:21])=CC=1.O, predict the reaction product. The product is: [CH:1]1([C:4]2[CH:5]=[C:6]([O:10][S:20]([C:23]([F:26])([F:25])[F:24])(=[O:22])=[O:21])[N:7]([CH3:9])[N:8]=2)[CH2:3][CH2:2]1.